This data is from Forward reaction prediction with 1.9M reactions from USPTO patents (1976-2016). The task is: Predict the product of the given reaction. (1) Given the reactants [Cl:1][C:2]1[CH:3]=[C:4]([CH:8]2[N:13]([C:14](OC3C=CC([N+]([O-])=O)=CC=3)=[O:15])[C:12]([O:26]C)=[N:11][C:10]([CH3:28])=[C:9]2[C:29]([O:31][CH2:32][C:33]2[CH:38]=[CH:37][CH:36]=[CH:35][CH:34]=2)=[O:30])[CH:5]=[CH:6][CH:7]=1.[C:39]1([CH:45]([C:49]2[CH:54]=[CH:53][CH:52]=[CH:51][CH:50]=2)[CH2:46][CH2:47][NH2:48])[CH:44]=[CH:43][CH:42]=[CH:41][CH:40]=1, predict the reaction product. The product is: [Cl:1][C:2]1[CH:3]=[C:4]([CH:8]2[C:9]([C:29]([O:31][CH2:32][C:33]3[CH:34]=[CH:35][CH:36]=[CH:37][CH:38]=3)=[O:30])=[C:10]([CH3:28])[NH:11][C:12](=[O:26])[N:13]2[C:14](=[O:15])[NH:48][CH2:47][CH2:46][CH:45]([C:39]2[CH:40]=[CH:41][CH:42]=[CH:43][CH:44]=2)[C:49]2[CH:50]=[CH:51][CH:52]=[CH:53][CH:54]=2)[CH:5]=[CH:6][CH:7]=1. (2) Given the reactants [CH3:1][S:2](O)(=O)=O.[NH:6]([CH2:10][CH2:11][CH2:12][CH2:13][CH2:14][C:15]([OH:17])=[O:16])[C:7]([NH2:9])=N, predict the reaction product. The product is: [CH3:1][S:2][C:7](=[NH:9])[NH2:6].[NH2:6][CH2:10][CH2:11][CH2:12][CH2:13][CH2:14][C:15]([OH:17])=[O:16]. (3) Given the reactants [Cl:1][C:2]1[CH:7]=[C:6]2[NH:8][C:9](=[O:40])[C:10]3([CH:15]([C:16]4[CH:21]=[CH:20][CH:19]=[C:18]([Cl:22])[CH:17]=4)[CH2:14][C:13](=[O:23])[NH:12][CH:11]3[C:24]3[CH:29]=[C:28](I)[CH:27]=[CH:26][C:25]=3[O:31][C:32]3[CH:37]=[CH:36][C:35]([O:38][CH3:39])=[CH:34][CH:33]=3)[C:5]2=[CH:4][CH:3]=1.C[Si]([C:45]#[CH:46])(C)C.C(N(CC)CC)C.[OH-].[Na+], predict the reaction product. The product is: [Cl:1][C:2]1[CH:7]=[C:6]2[NH:8][C:9](=[O:40])[C:10]3([CH:15]([C:16]4[CH:21]=[CH:20][CH:19]=[C:18]([Cl:22])[CH:17]=4)[CH2:14][C:13](=[O:23])[NH:12][CH:11]3[C:24]3[CH:29]=[C:28]([C:45]#[CH:46])[CH:27]=[CH:26][C:25]=3[O:31][C:32]3[CH:37]=[CH:36][C:35]([O:38][CH3:39])=[CH:34][CH:33]=3)[C:5]2=[CH:4][CH:3]=1. (4) The product is: [CH:9]1([CH2:15][N:16]2[CH2:24][C:23]3[C:18](=[C:19]([CH3:32])[CH:20]=[C:21]([CH2:25][CH:26]4[CH2:27][CH2:28][N:29]([CH2:2][C:3]5[N:8]=[CH:7][CH:6]=[CH:5][N:4]=5)[CH2:30][CH2:31]4)[CH:22]=3)[C:17]2=[O:33])[CH2:14][CH2:13][CH2:12][CH2:11][CH2:10]1. Given the reactants Cl[CH2:2][C:3]1[N:8]=[CH:7][CH:6]=[CH:5][N:4]=1.[CH:9]1([CH2:15][N:16]2[CH2:24][C:23]3[C:18](=[C:19]([CH3:32])[CH:20]=[C:21]([CH2:25][CH:26]4[CH2:31][CH2:30][NH:29][CH2:28][CH2:27]4)[CH:22]=3)[C:17]2=[O:33])[CH2:14][CH2:13][CH2:12][CH2:11][CH2:10]1.C(=O)([O-])[O-].[Cs+].[Cs+].C(#N)C, predict the reaction product. (5) Given the reactants O[CH:2]=[C:3]1[C:11]2[C:6](=[CH:7][C:8]([C:12]([C:14]3[CH:19]=[CH:18][C:17]([NH:20][C:21]([C:23]4N(C)N=C(C)C=4)=[O:22])=[CH:16][CH:15]=3)=[O:13])=[CH:9][CH:10]=2)[NH:5][C:4]1=[O:30].[NH2:31][C:32]1[CH:33]=[CH:34][C:35]([CH3:39])=[C:36]([OH:38])[CH:37]=1, predict the reaction product. The product is: [OH:38][C:36]1[CH:37]=[C:32]([NH:31][CH:2]=[C:3]2[C:11]3[C:6](=[CH:7][C:8]([C:12]([C:14]4[CH:19]=[CH:18][C:17]([NH:20][C:21](=[O:22])[CH3:23])=[CH:16][CH:15]=4)=[O:13])=[CH:9][CH:10]=3)[NH:5][C:4]2=[O:30])[CH:33]=[CH:34][C:35]=1[CH3:39]. (6) Given the reactants [H-].[Na+].[C:3]([O:7][C:8]([N:10]1[C:18]2[C:13](=[CH:14][CH:15]=[C:16]([Br:19])[CH:17]=2)[C:12]([CH2:21][OH:22])([CH3:20])[CH2:11]1)=[O:9])([CH3:6])([CH3:5])[CH3:4].[CH3:23]I, predict the reaction product. The product is: [C:3]([O:7][C:8]([N:10]1[C:18]2[C:13](=[CH:14][CH:15]=[C:16]([Br:19])[CH:17]=2)[C:12]([CH2:21][O:22][CH3:23])([CH3:20])[CH2:11]1)=[O:9])([CH3:6])([CH3:5])[CH3:4]. (7) The product is: [O:21]=[C:20]1[C:4]2[C:5]3[C:6](=[C:7]([C:11]4[CH:12]=[CH:13][CH:14]=[CH:15][CH:16]=4)[NH:8][C:9]=3[CH:10]=[C:2]([NH:1][C:28]([C:27]3[S:26][N:25]=[N:24][C:23]=3[CH3:22])=[O:29])[CH:3]=2)[CH:17]=[N:18][NH:19]1. Given the reactants [NH2:1][C:2]1[CH:3]=[C:4]2[C:20](=[O:21])[NH:19][N:18]=[CH:17][C:6]3=[C:7]([C:11]4[CH:16]=[CH:15][CH:14]=[CH:13][CH:12]=4)[NH:8][C:9]([CH:10]=1)=[C:5]23.[CH3:22][C:23]1[N:24]=[N:25][S:26][C:27]=1[C:28](O)=[O:29].C(N(CC)CC)C.F[P-](F)(F)(F)(F)F.N1(OC(N(C)C)=[N+](C)C)C2N=CC=CC=2N=N1, predict the reaction product. (8) Given the reactants [F:1][C:2]1[CH:3]=[C:4]([CH:7]=[CH:8][C:9]=1[OH:10])[CH:5]=[O:6].[CH2:11](Br)[C:12]1[CH:17]=[CH:16][CH:15]=[CH:14][CH:13]=1.C([O-])([O-])=O.[K+].[K+].CCOC(C)=O, predict the reaction product. The product is: [CH2:11]([O:10][C:9]1[CH:8]=[CH:7][C:4]([CH:5]=[O:6])=[CH:3][C:2]=1[F:1])[C:12]1[CH:17]=[CH:16][CH:15]=[CH:14][CH:13]=1. (9) Given the reactants [F:1][C:2]1[CH:7]=[C:6]([N+:8]([O-])=O)[CH:5]=[CH:4][C:3]=1[N:11]1[C:15]([CH3:16])=[N:14][CH:13]=[N:12]1, predict the reaction product. The product is: [F:1][C:2]1[CH:7]=[C:6]([CH:5]=[CH:4][C:3]=1[N:11]1[C:15]([CH3:16])=[N:14][CH:13]=[N:12]1)[NH2:8].